This data is from Retrosynthesis with 50K atom-mapped reactions and 10 reaction types from USPTO. The task is: Predict the reactants needed to synthesize the given product. (1) Given the product O=C(COCc1ccc(F)cc1)NCCCc1ccc(S(=O)(=O)Nc2ccc3c(c2)OCO3)cc1, predict the reactants needed to synthesize it. The reactants are: NCCCc1ccc(S(=O)(=O)Nc2ccc3c(c2)OCO3)cc1.O=C(Cl)COCc1ccc(F)cc1. (2) Given the product CCCCCCCCCCc1nnc(-c2ccc(OC(=O)CCCC)c(F)c2)s1, predict the reactants needed to synthesize it. The reactants are: CCCCC(=O)O.CCCCCCCCCCc1nnc(-c2ccc(O)c(F)c2)s1. (3) Given the product O=C(C1CCN(c2cccc(C(F)(F)F)c2)CC1)N1CC[C@H](NC2CCC(O)(c3ccccn3)CC2)C1, predict the reactants needed to synthesize it. The reactants are: N[C@H]1CCN(C(=O)C2CCN(c3cccc(C(F)(F)F)c3)CC2)C1.O=C1CCC(O)(c2ccccn2)CC1. (4) The reactants are: CN1CCn2c(c(OCc3ccccc3)c3c(=O)n(Cc4ccc(F)cc4)nc(Br)c32)C1=O.OB(O)c1cncnc1. Given the product CN1CCn2c(c(OCc3ccccc3)c3c(=O)n(Cc4ccc(F)cc4)nc(-c4cncnc4)c32)C1=O, predict the reactants needed to synthesize it. (5) Given the product CCOc1ccc2cc(-c3ccnc(NC4CC(C)(C)NC(C)(C)C4)n3)sc2c1, predict the reactants needed to synthesize it. The reactants are: CC1(C)CC(Nc2nccc(-c3cc4ccc(O)cc4s3)n2)CC(C)(C)N1.CCO. (6) Given the product CC(C)(C)OC(=O)N1CCC[C@@H](C(=O)N2CCCC2)C1, predict the reactants needed to synthesize it. The reactants are: C1CCNC1.CC(C)(C)OC(=O)N1CCC[C@@H](C(=O)O)C1. (7) Given the product CCc1cc(C#N)ccc1COc1ccnn1-c1cc(C(=O)OC)ccn1, predict the reactants needed to synthesize it. The reactants are: CCc1cc(C#N)ccc1CO.COC(=O)c1ccnc(-n2nccc2O)c1.